This data is from Full USPTO retrosynthesis dataset with 1.9M reactions from patents (1976-2016). The task is: Predict the reactants needed to synthesize the given product. (1) Given the product [CH3:39][O:38][C:16]1[CH:15]=[C:14]([N:11]2[CH2:10][CH2:9][NH:8][CH2:13][CH2:12]2)[CH:19]=[CH:18][C:17]=1[NH:20][C:21]1[C:26]2[C:27](=[O:31])[NH:28][N:29]=[CH:30][C:25]=2[CH:24]=[C:23]([NH:32][C:33]2[S:34][CH:35]=[CH:36][N:37]=2)[N:22]=1, predict the reactants needed to synthesize it. The reactants are: C(OC([N:8]1[CH2:13][CH2:12][N:11]([C:14]2[CH:19]=[CH:18][C:17]([NH:20][C:21]3[C:26]4[C:27](=[O:31])[NH:28][N:29]=[CH:30][C:25]=4[CH:24]=[C:23]([NH:32][C:33]4[S:34][CH:35]=[CH:36][N:37]=4)[N:22]=3)=[C:16]([O:38][CH3:39])[CH:15]=2)[CH2:10][CH2:9]1)=O)(C)(C)C.FC(F)(F)C(O)=O. (2) Given the product [CH3:1][C:2]1([C:15]([O:17][CH3:18])=[O:16])[CH2:7][CH2:6][NH:5][CH2:4][CH2:3]1, predict the reactants needed to synthesize it. The reactants are: [CH3:1][C:2]1([C:15]([O:17][CH3:18])=[O:16])[CH2:7][CH2:6][N:5](C(OC(C)(C)C)=O)[CH2:4][CH2:3]1.Cl.O1CCOCC1.